Regression. Given a peptide amino acid sequence and an MHC pseudo amino acid sequence, predict their binding affinity value. This is MHC class I binding data. From a dataset of Peptide-MHC class I binding affinity with 185,985 pairs from IEDB/IMGT. (1) The peptide sequence is GVKVRVWLF. The MHC is HLA-A31:01 with pseudo-sequence HLA-A31:01. The binding affinity (normalized) is 0.0847. (2) The peptide sequence is ILMTHFFSI. The MHC is HLA-A02:02 with pseudo-sequence HLA-A02:02. The binding affinity (normalized) is 0.825. (3) The peptide sequence is TYREHTTLYY. The MHC is Mamu-B17 with pseudo-sequence Mamu-B17. The binding affinity (normalized) is 0.162. (4) The peptide sequence is MSRGYFEHM. The MHC is HLA-B15:01 with pseudo-sequence HLA-B15:01. The binding affinity (normalized) is 0.683. (5) The peptide sequence is RYFTVAFLF. The MHC is HLA-A66:01 with pseudo-sequence HLA-A66:01. The binding affinity (normalized) is 0.213. (6) The peptide sequence is ESDKGSSQS. The MHC is HLA-B15:01 with pseudo-sequence HLA-B15:01. The binding affinity (normalized) is 0.0847. (7) The binding affinity (normalized) is 0.494. The MHC is HLA-B57:01 with pseudo-sequence HLA-B57:01. The peptide sequence is ATRAVMMGL. (8) The peptide sequence is ATFEVFLAK. The MHC is HLA-B08:03 with pseudo-sequence HLA-B08:03. The binding affinity (normalized) is 0.0847. (9) The MHC is HLA-A02:06 with pseudo-sequence HLA-A02:06. The binding affinity (normalized) is 0.775. The peptide sequence is IIIPFIAYFV. (10) The peptide sequence is YHDPETAAA. The MHC is HLA-B39:01 with pseudo-sequence HLA-B39:01. The binding affinity (normalized) is 0.898.